From a dataset of Peptide-MHC class I binding affinity with 185,985 pairs from IEDB/IMGT. Regression. Given a peptide amino acid sequence and an MHC pseudo amino acid sequence, predict their binding affinity value. This is MHC class I binding data. (1) The peptide sequence is RPRVAQLTF. The MHC is HLA-B38:01 with pseudo-sequence HLA-B38:01. The binding affinity (normalized) is 0.0847. (2) The peptide sequence is KSINKVYGK. The MHC is HLA-A11:01 with pseudo-sequence HLA-A11:01. The binding affinity (normalized) is 0.582.